From a dataset of NCI-60 drug combinations with 297,098 pairs across 59 cell lines. Regression. Given two drug SMILES strings and cell line genomic features, predict the synergy score measuring deviation from expected non-interaction effect. (1) Drug 1: CC(C1=C(C=CC(=C1Cl)F)Cl)OC2=C(N=CC(=C2)C3=CN(N=C3)C4CCNCC4)N. Drug 2: CS(=O)(=O)OCCCCOS(=O)(=O)C. Cell line: NCI-H226. Synergy scores: CSS=11.0, Synergy_ZIP=-1.13, Synergy_Bliss=3.32, Synergy_Loewe=-3.47, Synergy_HSA=2.31. (2) Drug 1: CC1=C(C=C(C=C1)C(=O)NC2=CC(=CC(=C2)C(F)(F)F)N3C=C(N=C3)C)NC4=NC=CC(=N4)C5=CN=CC=C5. Synergy scores: CSS=-3.25, Synergy_ZIP=0.926, Synergy_Bliss=-3.34, Synergy_Loewe=-4.28, Synergy_HSA=-6.84. Drug 2: C1CC(=O)NC(=O)C1N2C(=O)C3=CC=CC=C3C2=O. Cell line: PC-3.